From a dataset of Full USPTO retrosynthesis dataset with 1.9M reactions from patents (1976-2016). Predict the reactants needed to synthesize the given product. The reactants are: [Cl:1][C:2]1[CH:3]=[C:4]([O:12][CH2:13][C:14]2[C:24]([F:25])=[CH:23][C:17]([C:18]([O:20]CC)=[O:19])=[C:16]([F:26])[CH:15]=2)[CH:5]=[N:6][C:7]=1[O:8][CH:9]([CH3:11])[CH3:10].O1CCCC1.CO.[OH-].[Na+].Cl. Given the product [Cl:1][C:2]1[CH:3]=[C:4]([O:12][CH2:13][C:14]2[C:24]([F:25])=[CH:23][C:17]([C:18]([OH:20])=[O:19])=[C:16]([F:26])[CH:15]=2)[CH:5]=[N:6][C:7]=1[O:8][CH:9]([CH3:10])[CH3:11], predict the reactants needed to synthesize it.